Dataset: Retrosynthesis with 50K atom-mapped reactions and 10 reaction types from USPTO. Task: Predict the reactants needed to synthesize the given product. (1) Given the product N#Cc1cc(C(=O)O)ccc1OC1CCCC1, predict the reactants needed to synthesize it. The reactants are: N#C[Cu].O=C(O)c1ccc(OC2CCCC2)c(Br)c1. (2) Given the product N#Cc1ccc(OCCC2CCCCC2)nc1, predict the reactants needed to synthesize it. The reactants are: N#Cc1ccc(Cl)nc1.OCCC1CCCCC1.